From a dataset of Reaction yield outcomes from USPTO patents with 853,638 reactions. Predict the reaction yield, written as a fraction of the theoretical maximum amount of product (1.0 means a 100% yield; for example, 0.34 means a 34% yield). (1) The reactants are [Cl:1][C:2]1[CH:3]=[C:4]([N:8]2[C:13](=[O:14])[C:12]([O:15]S(C3C=CC(C)=CC=3)(=O)=O)=[C:11]([C:26]3[CH:31]=[CH:30][C:29]([S:32]([CH3:35])(=[O:34])=[O:33])=[CH:28][CH:27]=3)[CH:10]=[N:9]2)[CH:5]=[CH:6][CH:7]=1.[CH2:36](O)[CH:37]([CH3:39])[CH3:38].[H-].[Na+].O. The catalyst is C1COCC1. The product is [Cl:1][C:2]1[CH:3]=[C:4]([N:8]2[C:13](=[O:14])[C:12]([O:15][CH2:36][CH:37]([CH3:39])[CH3:38])=[C:11]([C:26]3[CH:27]=[CH:28][C:29]([S:32]([CH3:35])(=[O:33])=[O:34])=[CH:30][CH:31]=3)[CH:10]=[N:9]2)[CH:5]=[CH:6][CH:7]=1. The yield is 0.760. (2) The reactants are [Br:1][C:2]1[C:3]([O:11][CH2:12][CH:13]2[CH2:15][CH2:14]2)=[N:4][CH:5]=[C:6]([N+:8]([O-])=O)[CH:7]=1.[Cl-].[NH4+].O.C(O)C. The catalyst is C1COCC1.[Fe]. The product is [Br:1][C:2]1[CH:7]=[C:6]([NH2:8])[CH:5]=[N:4][C:3]=1[O:11][CH2:12][CH:13]1[CH2:15][CH2:14]1. The yield is 0.600. (3) The reactants are [C:1]([N:5]([OH:15])[C:6]([C:8]([CH3:14])([CH3:13])[C:9](OC)=[O:10])=[O:7])([CH3:4])([CH3:3])[CH3:2].CC(C[AlH]CC(C)C)C. The catalyst is C(Cl)Cl. The product is [C:1]([N:5]([OH:15])[C:6]([C:8]([CH3:14])([CH3:13])[CH:9]=[O:10])=[O:7])([CH3:4])([CH3:2])[CH3:3]. The yield is 0.710. (4) The reactants are [C:1]([C:4]1[CH:20]=[CH:19][C:7]([O:8][C:9]2[CH:10]=[CH:11][C:12]3[B:16]([OH:17])[O:15][CH2:14][C:13]=3[CH:18]=2)=[CH:6][C:5]=1[C:21]([O:23]C)=O)(=[O:3])[NH2:2].[OH-].[Na+].Cl. The catalyst is CO. The product is [OH:17][B:16]1[C:12]2[CH:11]=[CH:10][C:9]([O:8][C:7]3[CH:6]=[C:5]4[C:4](=[CH:20][CH:19]=3)[C:1](=[O:3])[NH:2][C:21]4=[O:23])=[CH:18][C:13]=2[CH2:14][O:15]1. The yield is 0.750. (5) The reactants are [CH3:1][O:2][C:3](=[O:14])[C:4]1[C:5](=[CH:7][CH:8]=[C:9]([C:11](=[O:13])[CH3:12])[CH:10]=1)[OH:6].[CH2:15](Br)[C:16]1[CH:21]=[CH:20][CH:19]=[CH:18][CH:17]=1.C(=O)([O-])[O-].[K+].[K+]. The catalyst is CC(CC)=O. The product is [CH3:1][O:2][C:3](=[O:14])[C:4]1[CH:10]=[C:9]([C:11](=[O:13])[CH3:12])[CH:8]=[CH:7][C:5]=1[O:6][CH2:15][C:16]1[CH:21]=[CH:20][CH:19]=[CH:18][CH:17]=1. The yield is 0.714. (6) The reactants are Br[C:2]1[C:3]2[C:8]([C:9]([C:16]3[CH:21]=[CH:20][CH:19]=[CH:18][CH:17]=3)=[C:10]3[C:15]=1[CH:14]=[CH:13][CH:12]=[CH:11]3)=[CH:7][CH:6]=[CH:5][CH:4]=2.[C:22]1([NH:28][C:29]2[CH:30]=[CH:31][C:32]3[N:33]([C:42]4[CH:47]=[CH:46][CH:45]=[CH:44][CH:43]=4)[C:34]4[C:39]([C:40]=3[CH:41]=2)=[CH:38][CH:37]=[CH:36][CH:35]=4)[CH:27]=[CH:26][CH:25]=[CH:24][CH:23]=1.CC(C)([O-])C.[Na+].C(P(C(C)(C)C)C(C)(C)C)(C)(C)C. The catalyst is C1C=CC(/C=C/C(/C=C/C2C=CC=CC=2)=O)=CC=1.C1C=CC(/C=C/C(/C=C/C2C=CC=CC=2)=O)=CC=1.[Pd].C1(C)C=CC=CC=1. The product is [C:22]1([N:28]([C:2]2[C:3]3[C:8]([C:9]([C:16]4[CH:21]=[CH:20][CH:19]=[CH:18][CH:17]=4)=[C:10]4[C:15]=2[CH:14]=[CH:13][CH:12]=[CH:11]4)=[CH:7][CH:6]=[CH:5][CH:4]=3)[C:29]2[CH:30]=[CH:31][C:32]3[N:33]([C:42]4[CH:43]=[CH:44][CH:45]=[CH:46][CH:47]=4)[C:34]4[C:39]([C:40]=3[CH:41]=2)=[CH:38][CH:37]=[CH:36][CH:35]=4)[CH:23]=[CH:24][CH:25]=[CH:26][CH:27]=1. The yield is 0.670.